Dataset: Catalyst prediction with 721,799 reactions and 888 catalyst types from USPTO. Task: Predict which catalyst facilitates the given reaction. (1) Reactant: [CH3:1][C@:2]1([C:28]2[CH:33]=[CH:32][CH:31]=[C:30]([CH3:34])[CH:29]=2)[O:6][C:5](=[O:7])[N:4]([C:8]([C:21]2[CH:26]=[CH:25][CH:24]=[CH:23][CH:22]=2)([C:15]2[CH:20]=[CH:19][CH:18]=[CH:17][CH:16]=2)[C:9]2[CH:14]=[CH:13][CH:12]=[CH:11][CH:10]=2)[C:3]1=[O:27].[Br:35]NC(=O)CCC(N)=O.CC(N=NC(C#N)(C)C)(C#N)C. Product: [Br:35][CH2:1][C@:2]1([C:28]2[CH:33]=[CH:32][CH:31]=[C:30]([CH3:34])[CH:29]=2)[O:6][C:5](=[O:7])[N:4]([C:8]([C:15]2[CH:20]=[CH:19][CH:18]=[CH:17][CH:16]=2)([C:9]2[CH:10]=[CH:11][CH:12]=[CH:13][CH:14]=2)[C:21]2[CH:22]=[CH:23][CH:24]=[CH:25][CH:26]=2)[C:3]1=[O:27]. The catalyst class is: 53. (2) Reactant: [CH2:1]([O:3][C:4](=[O:32])[CH:5]([C:10]1[CH:11]=[C:12]([C:22]2[CH:27]=[CH:26][C:25]([C:28]([F:31])([F:30])[F:29])=[CH:24][CH:23]=2)[CH:13]=[C:14]([CH:16]2[CH2:21][CH2:20][CH2:19][NH:18][CH2:17]2)[CH:15]=1)[CH2:6][CH:7]([CH3:9])[CH3:8])[CH3:2].[F:33][C:34]([F:46])([F:45])[C:35]1[CH:40]=[CH:39][CH:38]=[CH:37][C:36]=1[S:41](Cl)(=[O:43])=[O:42].C(N(C(C)C)CC)(C)C. Product: [CH2:1]([O:3][C:4](=[O:32])[CH:5]([C:10]1[CH:11]=[C:12]([C:22]2[CH:23]=[CH:24][C:25]([C:28]([F:29])([F:30])[F:31])=[CH:26][CH:27]=2)[CH:13]=[C:14]([CH:16]2[CH2:21][CH2:20][CH2:19][N:18]([S:41]([C:36]3[CH:37]=[CH:38][CH:39]=[CH:40][C:35]=3[C:34]([F:33])([F:45])[F:46])(=[O:43])=[O:42])[CH2:17]2)[CH:15]=1)[CH2:6][CH:7]([CH3:9])[CH3:8])[CH3:2]. The catalyst class is: 91. (3) Reactant: N(C(OC(C)C)=O)=NC(OC(C)C)=O.[C:15]([O:19][C:20](=[O:35])[NH:21][C@H:22]([C:26]([N:28]1[CH2:33][CH2:32][CH:31]([OH:34])[CH2:30][CH2:29]1)=[O:27])[CH:23]([CH3:25])[CH3:24])([CH3:18])([CH3:17])[CH3:16].[CH3:36][C:37]1[C:38](O)=[N:39][CH:40]=[CH:41][N:42]=1.C1(P(C2C=CC=CC=2)C2C=CC=CC=2)C=CC=CC=1. Product: [C:15]([O:19][C:20](=[O:35])[NH:21][C@H:22]([C:26]([N:28]1[CH2:33][CH2:32][CH:31]([O:34][C:38]2[C:37]([CH3:36])=[N:42][CH:41]=[CH:40][N:39]=2)[CH2:30][CH2:29]1)=[O:27])[CH:23]([CH3:25])[CH3:24])([CH3:17])([CH3:18])[CH3:16]. The catalyst class is: 11. (4) Reactant: [OH:1][C:2]1[C:6]2([CH2:8][CH2:7]2)[O:5][C:4](=[O:9])[C:3]=1[C:10]1[CH:15]=[CH:14][C:13]([O:16][CH2:17][C:18]2[CH:27]=[CH:26][C:25]3[C:20](=[CH:21][CH:22]=[CH:23][CH:24]=3)[N:19]=2)=[CH:12][CH:11]=1.[S:28](O[S:28]([C:31]([F:34])([F:33])[F:32])(=[O:30])=[O:29])([C:31]([F:34])([F:33])[F:32])(=[O:30])=[O:29]. Product: [F:32][C:31]([F:34])([F:33])[S:28]([O:1][C:2]1[C:6]2([CH2:8][CH2:7]2)[O:5][C:4](=[O:9])[C:3]=1[C:10]1[CH:11]=[CH:12][C:13]([O:16][CH2:17][C:18]2[CH:27]=[CH:26][C:25]3[C:20](=[CH:21][CH:22]=[CH:23][CH:24]=3)[N:19]=2)=[CH:14][CH:15]=1)(=[O:30])=[O:29]. The catalyst class is: 34. (5) Reactant: C(OC(=O)CCNC(=O)C1C=CC(CN)=CC=1)C.C1C2(CCCCC2)CCC(=O)C1.[CH2:31]([O:33][C:34](=[O:59])[CH2:35][CH2:36][NH:37][C:38](=[O:58])[C:39]1[CH:44]=[CH:43][C:42]([CH2:45][NH:46][CH:47]2[CH2:52][CH2:51][C:50]3([CH2:57][CH2:56][CH2:55][CH2:54][CH2:53]3)[CH2:49][CH2:48]2)=[CH:41][CH:40]=1)[CH3:32].C(N(C(C)C)CC)(C)C.[F:69][C:70]1[CH:71]=[C:72]([CH:76]=[C:77]([C:79]([F:82])([F:81])[F:80])[CH:78]=1)[C:73](Cl)=[O:74]. Product: [CH2:31]([O:33][C:34](=[O:59])[CH2:35][CH2:36][NH:37][C:38](=[O:58])[C:39]1[CH:44]=[CH:43][C:42]([CH2:45][NH:46][CH:47]2[CH2:52][CH2:51][C:50]3([CH2:53][CH2:54][CH2:55][CH2:56][CH2:57]3)[CH2:49][CH2:48]2)=[CH:41][CH:40]=1)[CH3:32].[CH2:31]([O:33][C:34](=[O:59])[CH2:35][CH2:36][NH:37][C:38](=[O:58])[C:39]1[CH:44]=[CH:43][C:42]([CH2:45][N:46]([C:73](=[O:74])[C:72]2[CH:76]=[C:77]([C:79]([F:80])([F:81])[F:82])[CH:78]=[C:70]([F:69])[CH:71]=2)[CH:47]2[CH2:52][CH2:51][C:50]3([CH2:53][CH2:54][CH2:55][CH2:56][CH2:57]3)[CH2:49][CH2:48]2)=[CH:41][CH:40]=1)[CH3:32]. The catalyst class is: 10. (6) Reactant: [CH2:1]([C:3]1[O:4][C:5]2[CH:11]=[C:10]([C:12]([O:14]CC)=[O:13])[CH:9]=[C:8]([O:17][C:18]3[CH:23]=[CH:22][C:21]([S:24]([CH3:27])(=[O:26])=[O:25])=[CH:20][CH:19]=3)[C:6]=2[CH:7]=1)[CH3:2].[OH-].[K+]. Product: [CH2:1]([C:3]1[O:4][C:5]2[CH:11]=[C:10]([C:12]([OH:14])=[O:13])[CH:9]=[C:8]([O:17][C:18]3[CH:23]=[CH:22][C:21]([S:24]([CH3:27])(=[O:26])=[O:25])=[CH:20][CH:19]=3)[C:6]=2[CH:7]=1)[CH3:2]. The catalyst class is: 24. (7) Reactant: Br[C:2]1[C:11]2[C:6](=[CH:7][CH:8]=[CH:9][CH:10]=2)[N:5]=[N:4][CH:3]=1.[C:12]([Si](C)(C)C)#[CH:13]. Product: [C:12]([C:2]1[C:11]2[C:6](=[CH:7][CH:8]=[CH:9][CH:10]=2)[N:5]=[N:4][CH:3]=1)#[CH:13]. The catalyst class is: 5. (8) Reactant: [F:1][C:2]1[CH:3]=[C:4]([C:8]2[N:13]=[C:12]([NH2:14])[CH:11]=[N:10][C:9]=2[C:15]2[CH:20]=[CH:19][N:18]=[CH:17][CH:16]=2)[CH:5]=[CH:6][CH:7]=1.N1C=CC=CC=1.[Br:27]Br. Product: [Br:27][C:11]1[C:12]([NH2:14])=[N:13][C:8]([C:4]2[CH:5]=[CH:6][CH:7]=[C:2]([F:1])[CH:3]=2)=[C:9]([C:15]2[CH:20]=[CH:19][N:18]=[CH:17][CH:16]=2)[N:10]=1. The catalyst class is: 22. (9) The catalyst class is: 5. Product: [CH:22]1([NH:25][CH:1]([C:4]2[CH:9]=[CH:8][C:7]([C:10]3[NH:14][C:13]4[CH:15]=[CH:16][CH:17]=[C:18]([C:19]([NH2:21])=[O:20])[C:12]=4[N:11]=3)=[CH:6][CH:5]=2)[CH3:2])[CH2:24][CH2:23]1. Reactant: [C:1]([C:4]1[CH:9]=[CH:8][C:7]([C:10]2[NH:14][C:13]3[CH:15]=[CH:16][CH:17]=[C:18]([C:19]([NH2:21])=[O:20])[C:12]=3[N:11]=2)=[CH:6][CH:5]=1)(=O)[CH3:2].[CH:22]1([NH2:25])[CH2:24][CH2:23]1.C([BH3-])#N.[Na+].C(O)(=O)C. (10) Reactant: O.[OH-].[Li+].CC([Si](C)(C)[O:9][C:10]1[CH:11]=[C:12]([CH:23]=[C:24]([O:26][C@@H:27]([CH3:37])[CH2:28][O:29][Si:30]([C:33]([CH3:36])([CH3:35])[CH3:34])([CH3:32])[CH3:31])[CH:25]=1)[C:13]([NH:15][C:16]1[CH:21]=[N:20][C:19]([CH3:22])=[CH:18][N:17]=1)=[O:14])(C)C. Product: [CH3:34][C:33]([Si:30]([CH3:31])([CH3:32])[O:29][CH2:28][C@@H:27]([O:26][C:24]1[CH:23]=[C:12]([CH:11]=[C:10]([OH:9])[CH:25]=1)[C:13]([NH:15][C:16]1[CH:21]=[N:20][C:19]([CH3:22])=[CH:18][N:17]=1)=[O:14])[CH3:37])([CH3:35])[CH3:36]. The catalyst class is: 90.